Dataset: Catalyst prediction with 721,799 reactions and 888 catalyst types from USPTO. Task: Predict which catalyst facilitates the given reaction. (1) Reactant: [Cl-].O[NH3+:3].[C:4](=[O:7])([O-])[OH:5].[Na+].CS(C)=O.[CH3:13][C:14]([CH3:47])([CH3:46])[C:15](=[O:45])[CH2:16][N:17]1[C:22](=[O:23])[C:21]([CH2:24][C:25]2[CH:30]=[CH:29][C:28]([C:31]3[C:32]([C:37]#[N:38])=[CH:33][CH:34]=[CH:35][CH:36]=3)=[CH:27][CH:26]=2)=[C:20]([CH2:39][CH2:40][CH3:41])[N:19]2[N:42]=[CH:43][N:44]=[C:18]12. Product: [CH3:47][C:14]([CH3:46])([CH3:13])[C:15](=[O:45])[CH2:16][N:17]1[C:22](=[O:23])[C:21]([CH2:24][C:25]2[CH:26]=[CH:27][C:28]([C:31]3[CH:36]=[CH:35][CH:34]=[CH:33][C:32]=3[C:37]3[NH:3][C:4](=[O:7])[O:5][N:38]=3)=[CH:29][CH:30]=2)=[C:20]([CH2:39][CH2:40][CH3:41])[N:19]2[N:42]=[CH:43][N:44]=[C:18]12. The catalyst class is: 13. (2) The catalyst class is: 3. Product: [CH:39]1([CH2:38][O:37][C:35]([NH:1][C:2]2[CH:7]=[CH:6][C:5]([C:8]3[CH:9]=[CH:10][C:11]([S:14]([N:17]4[CH:21]([C:22]([OH:24])=[O:23])[CH2:20][CH:19]5[CH2:25][CH2:26][CH2:27][CH:18]45)(=[O:16])=[O:15])=[CH:12][CH:13]=3)=[CH:4][CH:3]=2)=[O:36])[CH2:41][CH2:40]1. Reactant: [NH2:1][C:2]1[CH:7]=[CH:6][C:5]([C:8]2[CH:13]=[CH:12][C:11]([S:14]([N:17]3[CH:21]([C:22]([OH:24])=[O:23])[CH2:20][CH:19]4[CH2:25][CH2:26][CH2:27][CH:18]34)(=[O:16])=[O:15])=[CH:10][CH:9]=2)=[CH:4][CH:3]=1.N1C=CC=CC=1.Cl[C:35]([O:37][CH2:38][CH:39]1[CH2:41][CH2:40]1)=[O:36]. (3) Product: [O:2]([C:1]([CH2:4][CH2:5][CH2:6][NH:7][C:8](=[O:14])[O:9][C:10]([CH3:11])([CH3:13])[CH3:12])=[O:3])[C:15]1[CH:20]=[CH:19][CH:18]=[CH:17][CH:16]=1. Reactant: [C:1]([CH2:4][CH2:5][CH2:6][NH:7][C:8](=[O:14])[O:9][C:10]([CH3:13])([CH3:12])[CH3:11])([OH:3])=[O:2].[CH2:15]1[CH2:20][CH2:19][CH:18](N=C=N[CH:15]2[CH2:20][CH2:19][CH2:18][CH2:17][CH2:16]2)[CH2:17][CH2:16]1.C1(O)C=CC=CC=1. The catalyst class is: 64. (4) Reactant: C[O:2][C:3](=[O:30])[C:4]1[CH:9]=[CH:8][CH:7]=[C:6]([CH:10]2[C:15]([CH3:17])([CH3:16])[O:14][C:13]([NH:18][C@H:19]([C:21]3[CH:26]=[CH:25][CH:24]=[CH:23][C:22]=3[F:27])[CH3:20])=[N:12][S:11]2(=[O:29])=[O:28])[CH:5]=1.S(=O)(=O)(O)O.C(=O)([O-])[O-].[Na+].[Na+]. Product: [F:27][C:22]1[CH:23]=[CH:24][CH:25]=[CH:26][C:21]=1[C@@H:19]([NH:18][C:13]1[O:14][C:15]([CH3:16])([CH3:17])[CH:10]([C:6]2[CH:5]=[C:4]([CH:9]=[CH:8][CH:7]=2)[C:3]([OH:30])=[O:2])[S:11](=[O:28])(=[O:29])[N:12]=1)[CH3:20]. The catalyst class is: 38.